Dataset: Full USPTO retrosynthesis dataset with 1.9M reactions from patents (1976-2016). Task: Predict the reactants needed to synthesize the given product. (1) Given the product [F:22][C:8]([F:7])([F:21])[C:9]1[CH:20]=[CH:19][C:12]2[S:13][CH:14]=[C:15]([C:16]([O:18][CH3:1])=[O:17])[C:11]=2[CH:10]=1, predict the reactants needed to synthesize it. The reactants are: [C:1](Cl)(=O)C(Cl)=O.[F:7][C:8]([F:22])([F:21])[C:9]1[CH:20]=[CH:19][C:12]2[S:13][CH:14]=[C:15]([C:16]([OH:18])=[O:17])[C:11]=2[CH:10]=1. (2) Given the product [CH2:13]1[C:21]2[C:16](=[CH:17][CH:18]=[CH:19][CH:20]=2)[CH2:15][N:14]1[C:2]1[C:11]2[C:6](=[CH:7][CH:8]=[C:9]([I:12])[CH:10]=2)[N:5]=[CH:4][N:3]=1, predict the reactants needed to synthesize it. The reactants are: Cl[C:2]1[C:11]2[C:6](=[CH:7][CH:8]=[C:9]([I:12])[CH:10]=2)[N:5]=[CH:4][N:3]=1.[CH2:13]1[C:21]2[C:16](=[CH:17][CH:18]=[CH:19][CH:20]=2)[CH2:15][NH:14]1.C(N(CC)CC)C.N1C2C(=CC=CC=2)C=NC=1. (3) Given the product [NH2:12][C:10]1[CH:9]=[N:8][N:7]([C:2]([CH3:6])([CH3:1])[C:3]([NH2:5])=[O:4])[CH:11]=1, predict the reactants needed to synthesize it. The reactants are: [CH3:1][C:2]([N:7]1[CH:11]=[C:10]([N+:12]([O-])=O)[CH:9]=[N:8]1)([CH3:6])[C:3]([NH2:5])=[O:4]. (4) Given the product [OH:1][C:2]1[CH:10]=[C:9]2[C:5]([CH2:6][C:7]3([CH2:19][C:18]4[C:13](=[CH:14][CH:15]=[C:16]([OH:20])[CH:17]=4)[CH2:12]3)[C:8]2=[CH:21][C:22]2[CH:27]=[CH:26][CH:25]=[CH:24][CH:23]=2)=[CH:4][CH:3]=1, predict the reactants needed to synthesize it. The reactants are: [OH:1][C:2]1[CH:10]=[C:9]2[C:5]([CH2:6][C:7]3([CH2:19][C:18]4[C:13](=[CH:14][CH:15]=[C:16]([OH:20])[CH:17]=4)[CH2:12]3)[C:8]2=O)=[CH:4][CH:3]=1.[CH2:21]([Mg]Cl)[C:22]1[CH:27]=[CH:26][CH:25]=[CH:24][CH:23]=1.Cl.